Dataset: hERG potassium channel inhibition data for cardiac toxicity prediction from Karim et al.. Task: Regression/Classification. Given a drug SMILES string, predict its toxicity properties. Task type varies by dataset: regression for continuous values (e.g., LD50, hERG inhibition percentage) or binary classification for toxic/non-toxic outcomes (e.g., AMES mutagenicity, cardiotoxicity, hepatotoxicity). Dataset: herg_karim. (1) The result is 1 (blocker). The drug is Cn1nccc1-c1cc(NC(=O)c2ccc(F)cc2F)ccc1OCCN1CCOCC1. (2) The compound is Cc1c([C@@H](O)CN2CCC3(CC2)OCCN(c2ccc(=O)n(C)n2)C3=O)ccc2c1COC2=O. The result is 0 (non-blocker). (3) The result is 1 (blocker). The compound is CS(=O)(=O)c1ccc(-c2noc(C(CC3CC3)C([NH3+])C(F)=C3CCCC3)n2)c(Cl)c1. (4) The molecule is CN[C@H]1CC[C@@H](c2ccc(Cl)c(Cl)c2)c2ccccc21. The result is 1 (blocker). (5) The molecule is CC(C)(C)OC(=O)N1CC(N2C(=O)c3ccccc3C2C(=O)NCc2ccc(OC(F)(F)F)cc2)C1. The result is 0 (non-blocker). (6) The compound is O=C([C@@H]1C[C@H]1c1ccc(C(F)(F)F)cc1)N1CCN(S(=O)(=O)c2cc(-c3ccn[nH]3)cc(C(F)(F)F)c2)CC1. The result is 1 (blocker). (7) The compound is CN(C)C(=N)c1ccc(C(=O)Nc2ccc(Sc3ccccc3)cc2C(=O)Nc2ccc(Cl)cn2)cc1. The result is 1 (blocker). (8) The drug is CCN1C(=O)CNc2ncc(-c3ccc(-c4nc[nH]n4)nc3C)nc21. The result is 0 (non-blocker). (9) The compound is Cc1nc(C)c(-c2ccc(N3C(=O)N(c4cc(O)ncn4)C4(CCN(Cc5ncccc5C)CC4)C3=O)cc2)s1. The result is 1 (blocker). (10) The drug is CCOc1ccccc1CC(c1ccccc1)N1CCNCC1. The result is 1 (blocker).